Dataset: Reaction yield outcomes from USPTO patents with 853,638 reactions. Task: Predict the reaction yield, written as a fraction of the theoretical maximum amount of product (1.0 means a 100% yield; for example, 0.34 means a 34% yield). (1) The reactants are [C:1]1([Mg]Br)[CH:6]=[CH:5][CH:4]=[CH:3][CH:2]=1.[CH:9](=[O:13])/[CH:10]=[CH:11]/[CH3:12].[Cl-].[NH4+]. The catalyst is O1CCCC1.CCOCC. The product is [C:1]1([CH:9]([OH:13])[CH:10]=[CH:11][CH3:12])[CH:6]=[CH:5][CH:4]=[CH:3][CH:2]=1. The yield is 0.999. (2) The reactants are [CH3:1][O:2][C:3]1[CH:4]=[C:5]2[C:10](=[CH:11][C:12]=1[OH:13])[N:9]=[CH:8][CH:7]=[C:6]2[O:14][C:15]1[C:16]([CH3:25])=[N:17][C:18]2[C:23]([CH:24]=1)=[CH:22][CH:21]=[CH:20][CH:19]=2.Br[CH2:27][CH2:28][Cl:29].C(=O)([O-])[O-].[K+].[K+].O. The catalyst is CN(C)C=O. The product is [Cl:29][CH2:28][CH2:27][O:13][C:12]1[CH:11]=[C:10]2[C:5]([C:6]([O:14][C:15]3[C:16]([CH3:25])=[N:17][C:18]4[C:23]([CH:24]=3)=[CH:22][CH:21]=[CH:20][CH:19]=4)=[CH:7][CH:8]=[N:9]2)=[CH:4][C:3]=1[O:2][CH3:1]. The yield is 0.780. (3) The reactants are [Cl:1][C:2]1[CH:10]=[N:9][CH:8]=[C:7]([Cl:11])[C:3]=1[C:4]([OH:6])=O.C(Cl)(=O)C(Cl)=O.[NH2:18][CH2:19][C:20]1[CH:21]=[CH:22][C:23]([CH2:28][N:29]([CH2:40][C:41]2[C:46]([NH2:47])=[CH:45][CH:44]=[CH:43][N:42]=2)[C@@H:30]2[C:39]3[N:38]=[CH:37][CH:36]=[CH:35][C:34]=3[CH2:33][CH2:32][CH2:31]2)=[C:24]([CH2:26][OH:27])[CH:25]=1.CCN(CC)CC. The catalyst is C(Cl)Cl.CN(C=O)C.C1COCC1. The product is [NH2:18][CH2:19][C:20]1[CH:21]=[CH:22][C:23]([CH2:28][N:29]([CH2:40][C:41]2[C:46]([NH:47][C:4](=[O:6])[C:3]3[C:7]([Cl:11])=[CH:8][N:9]=[CH:10][C:2]=3[Cl:1])=[CH:45][CH:44]=[CH:43][N:42]=2)[C@@H:30]2[C:39]3[N:38]=[CH:37][CH:36]=[CH:35][C:34]=3[CH2:33][CH2:32][CH2:31]2)=[C:24]([CH2:26][OH:27])[CH:25]=1. The yield is 0.170. (4) The reactants are [Si:1]([O:8][CH:9]([C:22]1[O:23][CH:24]=[CH:25][N:26]=1)[CH2:10][CH2:11][CH2:12][CH2:13][CH2:14][CH2:15][C:16]1[CH:21]=[CH:20][CH:19]=[CH:18][CH:17]=1)([C:4]([CH3:7])([CH3:6])[CH3:5])([CH3:3])[CH3:2].[Li]C(C)(C)C.[Br:32]Br. The catalyst is C1COCC1.CCOC(C)=O. The product is [Br:32][C:24]1[O:23][C:22]([CH:9]([O:8][Si:1]([C:4]([CH3:7])([CH3:5])[CH3:6])([CH3:2])[CH3:3])[CH2:10][CH2:11][CH2:12][CH2:13][CH2:14][CH2:15][C:16]2[CH:21]=[CH:20][CH:19]=[CH:18][CH:17]=2)=[N:26][CH:25]=1. The yield is 0.900. (5) The reactants are [CH3:1][N:2]1[C:6]2[CH:7]=[CH:8][CH:9]=[CH:10][C:5]=2[N:4]=[CH:3]1.C([Li])(C)(C)C.C1C(=O)N([I:23])C(=O)C1. The catalyst is O1CCCC1. The product is [I:23][C:3]1[N:2]([CH3:1])[C:6]2[CH:7]=[CH:8][CH:9]=[CH:10][C:5]=2[N:4]=1. The yield is 0.210. (6) The reactants are [C:1]([O:9][CH:10]([C:14](=O)[CH3:15])[C:11](=O)[CH3:12])(=[O:8])[C:2]1[CH:7]=[CH:6][CH:5]=[CH:4][CH:3]=1.[CH3:17][NH:18][NH2:19]. The catalyst is C(O)C. The product is [C:1]([O:9][C:10]1[C:14]([CH3:15])=[N:19][N:18]([CH3:17])[C:11]=1[CH3:12])(=[O:8])[C:2]1[CH:7]=[CH:6][CH:5]=[CH:4][CH:3]=1. The yield is 0.926.